This data is from Forward reaction prediction with 1.9M reactions from USPTO patents (1976-2016). The task is: Predict the product of the given reaction. (1) Given the reactants [C:1]([NH:4][C@@H:5]1[C@@H:18]([O:19][CH2:20][CH:21]([OH:24])[CH2:22][OH:23])[C@H:17]([O:25][CH2:26][C:27]2[CH:32]=[CH:31][CH:30]=[CH:29][CH:28]=2)[C@@H:16]([CH2:33][O:34][CH2:35][C:36]2[CH:41]=[CH:40][CH:39]=[CH:38][CH:37]=2)[O:15][C@@H:6]1[O:7][CH2:8][C:9]1[CH:14]=[CH:13][CH:12]=[CH:11][CH:10]=1)(=[O:3])[CH3:2].[C:42](OC(=O)C)(=[O:44])[CH3:43].C[OH:50].ClCCl.N1[CH:59]=[CH:58]C=CC=1, predict the reaction product. The product is: [C:1]([NH:4][C@@H:5]1[C@@H:18]([O:19][CH2:20][CH:21]([O:24][C:58](=[O:50])[CH3:59])[CH2:22][O:23][C:42](=[O:44])[CH3:43])[C@H:17]([O:25][CH2:26][C:27]2[CH:28]=[CH:29][CH:30]=[CH:31][CH:32]=2)[C@@H:16]([CH2:33][O:34][CH2:35][C:36]2[CH:41]=[CH:40][CH:39]=[CH:38][CH:37]=2)[O:15][C@@H:6]1[O:7][CH2:8][C:9]1[CH:10]=[CH:11][CH:12]=[CH:13][CH:14]=1)(=[O:3])[CH3:2]. (2) Given the reactants Cl[C:2]1[CH:17]=[C:6]2[C:7]3[C:12]([CH2:13][CH2:14][N:5]2[C:4](=[O:18])[N:3]=1)=[CH:11][C:10]([O:15][CH3:16])=[CH:9][CH:8]=3.[CH3:19][N:20]([C:22]1[CH:27]=[CH:26][CH:25]=[CH:24][CH:23]=1)[NH2:21], predict the reaction product. The product is: [CH3:16][O:15][C:10]1[CH:11]=[C:12]2[C:7](=[CH:8][CH:9]=1)[C:6]1=[CH:17][C:2]([NH:21][N:20]([CH3:19])[C:22]3[CH:27]=[CH:26][CH:25]=[CH:24][CH:23]=3)=[N:3][C:4](=[O:18])[N:5]1[CH2:14][CH2:13]2.